From a dataset of Reaction yield outcomes from USPTO patents with 853,638 reactions. Predict the reaction yield, written as a fraction of the theoretical maximum amount of product (1.0 means a 100% yield; for example, 0.34 means a 34% yield). (1) The reactants are [Cl:1][C:2]1[CH:7]=[CH:6][N:5]=[C:4]([CH3:8])[CH:3]=1.ClC1C=CC=C(C(OO)=[O:17])C=1.C(=O)([O-])O.[Na+].[OH-].[Na+]. The catalyst is O.CO.ClCCl. The product is [Cl:1][C:2]1[CH:7]=[CH:6][N:5]=[C:4]([CH2:8][OH:17])[CH:3]=1. The yield is 0.180. (2) The reactants are [NH2:1][C:2]1[CH:33]=[CH:32][C:5]([C:6]([NH:8][C@H:9]2[CH2:14][CH2:13][CH2:12][C@@H:11]([NH:15][C:16]3[N:21]=[C:20]([C:22]4[C:30]5[C:25](=[CH:26][CH:27]=[CH:28][CH:29]=5)[NH:24][N:23]=4)[C:19]([Cl:31])=[CH:18][N:17]=3)[CH2:10]2)=[O:7])=[CH:4][CH:3]=1.CCN(CC)CC.[C:41](Cl)(=[O:44])[CH:42]=[CH2:43].CO. The catalyst is CN(C=O)C. The product is [C:41]([NH:1][C:2]1[CH:3]=[CH:4][C:5]([C:6]([NH:8][C@H:9]2[CH2:14][CH2:13][CH2:12][C@@H:11]([NH:15][C:16]3[N:21]=[C:20]([C:22]4[C:30]5[C:25](=[CH:26][CH:27]=[CH:28][CH:29]=5)[NH:24][N:23]=4)[C:19]([Cl:31])=[CH:18][N:17]=3)[CH2:10]2)=[O:7])=[CH:32][CH:33]=1)(=[O:44])[CH:42]=[CH2:43]. The yield is 0.0540.